From a dataset of Full USPTO retrosynthesis dataset with 1.9M reactions from patents (1976-2016). Predict the reactants needed to synthesize the given product. (1) The reactants are: O[CH2:2][CH2:3][C:4]1[CH:23]=[CH:22][C:7]([O:8][CH2:9][CH2:10][O:11][CH2:12][CH2:13][NH:14][C:15](=[O:21])[O:16][C:17]([CH3:20])([CH3:19])[CH3:18])=[CH:6][CH:5]=1.C1(P(C2C=CC=CC=2)C2C=CC=CC=2)C=CC=CC=1.C(Cl)(Cl)(Cl)[Cl:44]. Given the product [Cl:44][CH2:2][CH2:3][C:4]1[CH:23]=[CH:22][C:7]([O:8][CH2:9][CH2:10][O:11][CH2:12][CH2:13][NH:14][C:15](=[O:21])[O:16][C:17]([CH3:20])([CH3:19])[CH3:18])=[CH:6][CH:5]=1, predict the reactants needed to synthesize it. (2) The reactants are: [Br:1][C:2]1[CH:3]=[C:4]([C:7]([CH3:12])([CH3:11])[C:8](O)=[O:9])[S:5][CH:6]=1.C(N(CC)CC)C.ClC(OCC)=O.[N-:26]=[N+:27]=[N-:28].[Na+]. Given the product [Br:1][C:2]1[CH:3]=[C:4]([C:7]([CH3:12])([CH3:11])[C:8]([N:26]=[N+:27]=[N-:28])=[O:9])[S:5][CH:6]=1, predict the reactants needed to synthesize it. (3) The reactants are: [O:1]=[S:2]1(=[O:25])[CH2:6][CH2:5][CH2:4][N:3]1[C:7]1[CH:12]=[CH:11][CH:10]=[CH:9][C:8]=1[C:13]1[N:21]2[C:16]([CH:17]=[N:18][C:19](S(C)=O)=[N:20]2)=[CH:15][CH:14]=1.[NH2:26][C:27]1[CH:28]=[C:29]2[C:33](=[CH:34][CH:35]=1)[NH:32][C:31](=[O:36])[C:30]2([CH3:38])[CH3:37]. Given the product [O:1]=[S:2]1(=[O:25])[CH2:6][CH2:5][CH2:4][N:3]1[C:7]1[CH:12]=[CH:11][CH:10]=[CH:9][C:8]=1[C:13]1[N:21]2[C:16]([CH:17]=[N:18][C:19]([NH:26][C:27]3[CH:28]=[C:29]4[C:33](=[CH:34][CH:35]=3)[NH:32][C:31](=[O:36])[C:30]4([CH3:38])[CH3:37])=[N:20]2)=[CH:15][CH:14]=1, predict the reactants needed to synthesize it. (4) Given the product [Cl-:1].[Cl-:1].[CH:3]1([Zr+2:12][CH:13]2[C:21]3[C:16](=[CH:17][CH:18]=[CH:19][CH:20]=3)[CH:15]=[C:14]2[C:27]2[CH:32]=[CH:31][CH:30]=[CH:29][CH:28]=2)[C:11]2[CH:6]([CH2:7][CH:8]=[CH:9][CH:10]=2)[CH2:5][CH2:4]1, predict the reactants needed to synthesize it. The reactants are: [Cl-:1].[Cl-].[CH:3]1([Zr+2:12][CH:13]2[C:21]3[CH:16]([CH2:17][CH:18]=[CH:19][CH:20]=3)[CH2:15][CH2:14]2)[C:11]2[CH:6]([CH2:7][CH:8]=[CH:9][CH:10]=2)[CH2:5][CH2:4]1.[Cl-].[Zr+4].[Cl-].[Cl-].[Cl-].[C:27]1(C2C([Li])[C:27]3[C:32](C=2)=[CH:31][CH:30]=[CH:29][CH:28]=3)[CH:32]=[CH:31][CH:30]=[CH:29][CH:28]=1. (5) Given the product [Br:1][C:2]1[CH:7]=[CH:6][C:5]([N+:8]([O-:10])=[O:9])=[CH:4][C:3]=1[OH:11], predict the reactants needed to synthesize it. The reactants are: [Br:1][C:2]1[CH:7]=[CH:6][C:5]([N+:8]([O-:10])=[O:9])=[CH:4][C:3]=1[O:11]C.C(Cl)Cl.B(Br)(Br)Br.OP([O-])(O)=O.[K+]. (6) Given the product [F:38][C:37]([F:40])([F:39])[CH2:36][N:2]1[CH2:7][CH2:6][CH:5]([N:8]2[C:12]3=[C:13]4[S:19][CH:18]=[CH:17][C:14]4=[N:15][CH:16]=[C:11]3[N:10]=[C:9]2[C@H:20]([OH:22])[CH3:21])[CH2:4][CH2:3]1, predict the reactants needed to synthesize it. The reactants are: Cl.[NH:2]1[CH2:7][CH2:6][CH:5]([N:8]2[C:12]3=[C:13]4[S:19][CH:18]=[CH:17][C:14]4=[N:15][CH:16]=[C:11]3[N:10]=[C:9]2[C@H:20]([OH:22])[CH3:21])[CH2:4][CH2:3]1.C(N(CC)CC)C.FC(F)(F)S(O[CH2:36][C:37]([F:40])([F:39])[F:38])(=O)=O. (7) The reactants are: [C:1]1([CH2:7][CH2:8][CH:9]=[CH:10][C@H:11]2[CH2:16][CH2:15][C@H:14]([NH2:17])[CH2:13][CH2:12]2)[CH:6]=[CH:5][CH:4]=[CH:3][CH:2]=1.Cl[C:19]1[N:24]=[CH:23][N:22]=[C:21]2[NH:25][N:26]=[CH:27][C:20]=12.C(N(C(C)C)CC)(C)C.CN(C)C=O. Given the product [C:1]1([CH2:7][CH2:8][CH:9]=[CH:10][C@H:11]2[CH2:12][CH2:13][C@H:14]([NH:17][C:19]3[N:24]=[CH:23][N:22]=[C:21]4[NH:25][N:26]=[CH:27][C:20]=34)[CH2:15][CH2:16]2)[CH:6]=[CH:5][CH:4]=[CH:3][CH:2]=1, predict the reactants needed to synthesize it.